This data is from Catalyst prediction with 721,799 reactions and 888 catalyst types from USPTO. The task is: Predict which catalyst facilitates the given reaction. (1) Reactant: [CH3:1][O:2][C:3]1[CH:4]=[CH:5][C:6]([CH3:17])=[C:7]([NH:9][C:10](=[O:16])[O:11][C:12]([CH3:15])([CH3:14])[CH3:13])[CH:8]=1.C([Li])(CC)C.CON(C)[C:26]([C:28]1([CH3:31])[CH2:30][CH2:29]1)=[O:27].[Cl-].[NH4+]. Product: [CH3:1][O:2][C:3]1[CH:4]=[CH:5][C:6]([CH2:17][C:26]([C:28]2([CH3:31])[CH2:30][CH2:29]2)=[O:27])=[C:7]([NH:9][C:10](=[O:16])[O:11][C:12]([CH3:13])([CH3:14])[CH3:15])[CH:8]=1. The catalyst class is: 30. (2) Reactant: C([Si](C)(C)[O:6][C:7]([C:42]([F:45])([F:44])[F:43])([C:38]([F:41])([F:40])[F:39])/[CH:8]=[CH:9]/[C:10]1[CH:15]=[CH:14][C:13]([C:16]([C:21]2[CH:26]=[CH:25][C:24](B3OC(C)(C)C(C)(C)O3)=[C:23]([CH3:36])[CH:22]=2)([CH2:19][CH3:20])[CH2:17][CH3:18])=[CH:12][C:11]=1[CH3:37])(C)(C)C.[CH2:48]([O:50][C:51](=[O:60])[CH2:52][C:53]1[CH:54]=[N:55][C:56](Br)=[N:57][CH:58]=1)[CH3:49].P([O-])([O-])([O-])=O.[K+].[K+].[K+]. Product: [CH2:48]([O:50][C:51](=[O:60])[CH2:52][C:53]1[CH:54]=[N:55][C:56]([C:24]2[CH:25]=[CH:26][C:21]([C:16]([CH2:19][CH3:20])([C:13]3[CH:14]=[CH:15][C:10](/[CH:9]=[CH:8]/[C:7]([OH:6])([C:42]([F:44])([F:45])[F:43])[C:38]([F:41])([F:40])[F:39])=[C:11]([CH3:37])[CH:12]=3)[CH2:17][CH3:18])=[CH:22][C:23]=2[CH3:36])=[N:57][CH:58]=1)[CH3:49]. The catalyst class is: 103. (3) Reactant: [OH:1][CH2:2][CH2:3][NH:4][CH:5]1[CH2:10][CH2:9][N:8]([C:11]([O:13][CH2:14][C:15]2[CH:20]=[CH:19][CH:18]=[CH:17][CH:16]=2)=[O:12])[CH2:7][CH2:6]1.C(N([CH2:26][CH3:27])CC)C.ClCC(Cl)=[O:31]. Product: [O:31]=[C:3]1[CH2:2][O:1][CH2:27][CH2:26][N:4]1[CH:5]1[CH2:10][CH2:9][N:8]([C:11]([O:13][CH2:14][C:15]2[CH:16]=[CH:17][CH:18]=[CH:19][CH:20]=2)=[O:12])[CH2:7][CH2:6]1. The catalyst class is: 1. (4) Reactant: [H-].[H-].[H-].[H-].[Li+].[Al+3].[F:7][C:8]1[CH:9]=[C:10]([NH:15][CH:16]=O)[CH:11]=[C:12]([F:14])[CH:13]=1. Product: [F:7][C:8]1[CH:9]=[C:10]([CH:11]=[C:12]([F:14])[CH:13]=1)[NH:15][CH3:16]. The catalyst class is: 1. (5) Reactant: [N+]([O-])(O)=O.[N+:5]([C:8]1[CH:18]=[CH:17][C:11]2[CH2:12][CH2:13][NH:14][CH2:15][CH2:16][C:10]=2[CH:9]=1)([O-:7])=[O:6].C(#N)C.Cl[CH2:23][C:24]([N:26]([CH3:28])[CH3:27])=[O:25].C(=O)([O-])[O-].[Cs+].[Cs+].[I-].[Cs+]. Product: [CH3:27][N:26]([CH3:28])[C:24](=[O:25])[CH2:23][N:14]1[CH2:15][CH2:16][C:10]2[CH:9]=[C:8]([N+:5]([O-:7])=[O:6])[CH:18]=[CH:17][C:11]=2[CH2:12][CH2:13]1. The catalyst class is: 2.